Dataset: Forward reaction prediction with 1.9M reactions from USPTO patents (1976-2016). Task: Predict the product of the given reaction. The product is: [OH:43][CH:44]([NH:7][CH2:8][CH2:9][N:10]1[C:14]2[CH:15]=[CH:16][C:17]([C:19]([N:21]([CH2:22][CH:23]([CH3:25])[CH3:24])[CH2:26][CH:27]([CH3:28])[CH3:29])=[O:20])=[CH:18][C:13]=2[N:12]=[C:11]1[NH:30][C:31]1[CH:36]=[C:35]([O:37][CH3:38])[C:34]([O:39][CH3:40])=[C:33]([O:41][CH3:42])[CH:32]=1)[CH2:45][C:46]1[CH:51]=[CH:50][CH:49]=[CH:48][CH:47]=1. Given the reactants Cl([O-])(=O)(=O)=O.[Li+].[NH2:7][CH2:8][CH2:9][N:10]1[C:14]2[CH:15]=[CH:16][C:17]([C:19]([N:21]([CH2:26][CH:27]([CH3:29])[CH3:28])[CH2:22][CH:23]([CH3:25])[CH3:24])=[O:20])=[CH:18][C:13]=2[N:12]=[C:11]1[NH:30][C:31]1[CH:36]=[C:35]([O:37][CH3:38])[C:34]([O:39][CH3:40])=[C:33]([O:41][CH3:42])[CH:32]=1.[O:43]1C[CH:44]1[CH2:45][C:46]1[CH:51]=[CH:50][CH:49]=[CH:48][CH:47]=1.C(=O)([O-])O, predict the reaction product.